From a dataset of Catalyst prediction with 721,799 reactions and 888 catalyst types from USPTO. Predict which catalyst facilitates the given reaction. (1) Reactant: [N+:1]([C:4]1[CH:5]=[C:6]([C:10]2[C:11]3[CH:18]=[CH:17][NH:16][C:12]=3[N:13]=[CH:14][N:15]=2)[CH:7]=[CH:8][CH:9]=1)([O-:3])=[O:2].C1C(=O)N([Br:26])C(=O)C1.O. Product: [Br:26][C:18]1[C:11]2[C:10]([C:6]3[CH:7]=[CH:8][CH:9]=[C:4]([N+:1]([O-:3])=[O:2])[CH:5]=3)=[N:15][CH:14]=[N:13][C:12]=2[NH:16][CH:17]=1. The catalyst class is: 3. (2) Product: [NH2:16][C:5]1[CH:4]=[CH:3][C:2]([Cl:1])=[CH:7][C:6]=1[C:8]([C:10]1[N:11]([CH3:15])[N:12]=[N:13][CH:14]=1)=[O:9]. Reactant: [Cl:1][C:2]1[CH:3]=[CH:4][C:5]([N+:16]([O-])=O)=[C:6]([C:8]([C:10]2[N:11]([CH3:15])[N:12]=[N:13][CH:14]=2)=[O:9])[CH:7]=1.Cl. The catalyst class is: 5.